This data is from Reaction yield outcomes from USPTO patents with 853,638 reactions. The task is: Predict the reaction yield, written as a fraction of the theoretical maximum amount of product (1.0 means a 100% yield; for example, 0.34 means a 34% yield). (1) The reactants are [F:1][CH:2]([F:17])[CH2:3][NH:4][CH:5]1[CH2:11][CH2:10][C:9]2[CH:12]=[C:13]([NH2:16])[CH:14]=[CH:15][C:8]=2[CH2:7][CH2:6]1.Cl[C:19]1[N:24]=[C:23]([NH:25][C:26]2[CH:35]=[CH:34][CH:33]=[CH:32][C:27]=2[C:28]([NH:30][CH3:31])=[O:29])[C:22]([Cl:36])=[CH:21][N:20]=1. No catalyst specified. The product is [Cl:36][C:22]1[C:23]([NH:25][C:26]2[CH:35]=[CH:34][CH:33]=[CH:32][C:27]=2[C:28]([NH:30][CH3:31])=[O:29])=[N:24][C:19]([NH:16][C:13]2[CH:14]=[CH:15][C:8]3[CH2:7][CH2:6][CH:5]([NH:4][CH2:3][CH:2]([F:17])[F:1])[CH2:11][CH2:10][C:9]=3[CH:12]=2)=[N:20][CH:21]=1. The yield is 0.500. (2) The catalyst is C(O)(C)C.O.C(O)C.C[N+](CC(NN)=O)(C)C.[Cl-]. The yield is 0.269. The product is [CH2:1]([O:17][CH2:18][CH:19]([CH2:29][OH:30])[O:20][CH2:21][CH2:22][CH2:23][CH2:24][CH:25]=[O:28])[CH2:2][CH2:3][CH2:4][CH2:5][CH2:6][CH2:7][CH2:8][CH2:9][CH2:10][CH2:11][CH2:12][CH2:13][CH2:14][CH2:15][CH3:16]. The reactants are [CH2:1]([O:17][CH2:18][CH:19]([CH2:29][OH:30])[O:20][CH2:21][CH2:22][CH2:23][CH2:24][CH:25]([OH:28])CO)[CH2:2][CH2:3][CH2:4][CH2:5][CH2:6][CH2:7][CH2:8][CH2:9][CH2:10][CH2:11][CH2:12][CH2:13][CH2:14][CH2:15][CH3:16].C(O)(=O)C. (3) The reactants are [CH:1]([C:3]1[CH:18]=[CH:17][C:6]([O:7][C:8]2[CH:16]=[CH:15][C:11]([C:12]([NH2:14])=[O:13])=[CH:10][CH:9]=2)=[CH:5][CH:4]=1)=O.[CH2:19]([NH2:26])[C:20]1[CH:25]=[CH:24][CH:23]=[CH:22][CH:21]=1.[BH4-].[Na+]. The catalyst is CO. The product is [CH2:19]([NH:26][CH2:1][C:3]1[CH:18]=[CH:17][C:6]([O:7][C:8]2[CH:16]=[CH:15][C:11]([C:12]([NH2:14])=[O:13])=[CH:10][CH:9]=2)=[CH:5][CH:4]=1)[C:20]1[CH:25]=[CH:24][CH:23]=[CH:22][CH:21]=1. The yield is 0.460. (4) The reactants are Cl[CH2:2][CH2:3][CH2:4][N:5]1[C:14]2[C:9](=[CH:10][CH:11]=[CH:12][CH:13]=2)[CH:8]=[CH:7][C:6]1=[O:15].[Na+].[I-].C([O-])([O-])=O.[K+].[K+].[CH2:24]([O:27][CH:28]1[CH2:33][CH2:32][NH:31][CH2:30][CH2:29]1)[CH:25]=[CH2:26]. The catalyst is O.CCOC(C)=O.CC#N. The product is [CH2:24]([O:27][CH:28]1[CH2:33][CH2:32][N:31]([CH2:2][CH2:3][CH2:4][N:5]2[C:14]3[C:9](=[CH:10][CH:11]=[CH:12][CH:13]=3)[CH:8]=[CH:7][C:6]2=[O:15])[CH2:30][CH2:29]1)[CH:25]=[CH2:26]. The yield is 0.700. (5) The reactants are [C:1]1([CH2:7][CH2:8][CH2:9][CH2:10][N:11]2[C:19](=[O:20])[C:18]3[C:13](=[CH:14][CH:15]=[CH:16][CH:17]=3)[C:12]2=[O:21])[CH:6]=[CH:5][CH:4]=[CH:3][CH:2]=1.[Cl:22][S:23](O)(=[O:25])=[O:24]. No catalyst specified. The product is [O:21]=[C:12]1[C:13]2[C:18](=[CH:17][CH:16]=[CH:15][CH:14]=2)[C:19](=[O:20])[N:11]1[CH2:10][CH2:9][CH2:8][CH2:7][C:1]1[CH:6]=[CH:5][C:4]([S:23]([Cl:22])(=[O:25])=[O:24])=[CH:3][CH:2]=1. The yield is 0.990.